This data is from Full USPTO retrosynthesis dataset with 1.9M reactions from patents (1976-2016). The task is: Predict the reactants needed to synthesize the given product. (1) Given the product [CH3:19][C:13]1[CH:14]=[CH:15][C:16]([CH3:18])=[CH:17][C:12]=1[O:11][CH2:10][C:5]1[CH:6]=[CH:7][CH:8]=[CH:9][C:4]=1[CH:3]=[O:2], predict the reactants needed to synthesize it. The reactants are: C[O:2][CH:3](OC)[C:4]1[CH:9]=[CH:8][CH:7]=[CH:6][C:5]=1[CH2:10][O:11][C:12]1[CH:17]=[C:16]([CH3:18])[CH:15]=[CH:14][C:13]=1[CH3:19].S(=O)(=O)(O)O. (2) Given the product [C:18]([O:17][CH2:16][CH2:15][O:12][C:11]([C:1]1[C:10]2[C:5](=[CH:6][CH:7]=[CH:8][CH:9]=2)[CH:4]=[CH:3][CH:2]=1)=[O:13])(=[O:22])[C:19]([CH3:21])=[CH2:20], predict the reactants needed to synthesize it. The reactants are: [C:1]1([C:11]([OH:13])=[O:12])[C:10]2[C:5](=[CH:6][CH:7]=[CH:8][CH:9]=2)[CH:4]=[CH:3][CH:2]=1.O[CH2:15][CH2:16][O:17][C:18](=[O:22])[C:19]([CH3:21])=[CH2:20].C1(C)C=CC(S(O)(=O)=O)=CC=1.CN(C1C=CC=CN=1)C.C1(N=C=NC2CCCCC2)CCCCC1.